Dataset: Full USPTO retrosynthesis dataset with 1.9M reactions from patents (1976-2016). Task: Predict the reactants needed to synthesize the given product. (1) Given the product [Cl:30][C:19]1[N:20]=[C:21]([N:24]2[CH2:29][CH2:28][O:27][CH2:26][CH2:25]2)[C:22]2[S:23][C:15]([CH:14]=[C:11]3[CH2:10][CH2:9][NH:8][CH2:13][CH2:12]3)=[CH:16][C:17]=2[N:18]=1, predict the reactants needed to synthesize it. The reactants are: C(OC([N:8]1[CH2:13][CH2:12][C:11](=[CH:14][C:15]2[S:23][C:22]3[C:21]([N:24]4[CH2:29][CH2:28][O:27][CH2:26][CH2:25]4)=[N:20][C:19]([Cl:30])=[N:18][C:17]=3[CH:16]=2)[CH2:10][CH2:9]1)=O)(C)(C)C.Cl. (2) Given the product [CH3:7][C:6]([NH:14][S:2]([CH3:1])(=[O:4])=[O:3])([CH3:8])[CH2:9][C:10]([CH3:13])([CH3:12])[CH3:11], predict the reactants needed to synthesize it. The reactants are: [CH3:1][S:2](Cl)(=[O:4])=[O:3].[C:6]([NH2:14])([CH2:9][C:10]([CH3:13])([CH3:12])[CH3:11])([CH3:8])[CH3:7].C(N(CC)CC)C.Cl. (3) Given the product [CH3:1][N:2]1[CH2:7][CH2:6][CH:5]([O:8][C:9]2[CH:10]=[C:11]([CH:14]=[CH:15][CH:16]=2)[CH2:12][NH:13][CH2:32][C:27]2[CH:28]=[CH:31][C:24]([O:17][C:18]3[CH:19]=[CH:20][CH:21]=[CH:22][CH:23]=3)=[CH:25][CH:26]=2)[CH2:4][CH2:3]1, predict the reactants needed to synthesize it. The reactants are: [CH3:1][N:2]1[CH2:7][CH2:6][CH:5]([O:8][C:9]2[CH:10]=[C:11]([CH:14]=[CH:15][CH:16]=2)[CH2:12][NH2:13])[CH2:4][CH2:3]1.[O:17]([C:24]1[CH:25]=[CH:26][CH:27]=[C:28]([CH:31]=1)C=O)[C:18]1[CH:23]=[CH:22][CH:21]=[CH:20][CH:19]=1.[C:32]([BH3-])#N.[Na+]. (4) Given the product [F:13][C:14]1[C:15]([O:22][CH3:1])=[C:16]([C:17]([F:21])=[CH:18][C:19]=1[F:20])[CH:23]=[O:26], predict the reactants needed to synthesize it. The reactants are: [CH2:1]=O.[Cl-].[Cl-].[Mg+2].C(N(CC)CC)C.[F:13][C:14]1[C:19]([F:20])=[CH:18][C:17]([F:21])=[CH:16][C:15]=1[OH:22].[C:23](=[O:26])([O-])[O-].[K+].[K+].CI. (5) Given the product [Br:8][C:5]1[CH:6]=[CH:7][C:2]([C:16](=[O:17])[CH:15]([F:21])[F:14])=[N:3][CH:4]=1, predict the reactants needed to synthesize it. The reactants are: Br[C:2]1[CH:7]=[CH:6][C:5]([Br:8])=[CH:4][N:3]=1.[Li]CCCC.[F:14][CH:15]([F:21])[C:16](OCC)=[O:17]. (6) Given the product [NH2:28][C:27]1[NH:29][C:16](=[O:18])[CH:15]=[C:14]([CH2:13][CH2:12][C:8]2[CH:9]=[CH:10][CH:11]=[C:6]([C:2]3[O:1][CH:5]=[CH:4][CH:3]=3)[CH:7]=2)[N:26]=1, predict the reactants needed to synthesize it. The reactants are: [O:1]1[CH:5]=[CH:4][CH:3]=[C:2]1[C:6]1[CH:7]=[C:8]([CH2:12][CH2:13][C:14](=O)[CH2:15][C:16]([O:18]CC)=O)[CH:9]=[CH:10][CH:11]=1.C(=O)(O)O.[NH2:26][C:27]([NH2:29])=[NH:28]. (7) Given the product [CH3:18][C:16]1[CH:15]=[N:14][N:13]([C:10]2[CH:11]=[CH:12][C:7]([B:22]3[O:23][C:24]([CH3:26])([CH3:25])[C:20]([CH3:36])([CH3:19])[O:21]3)=[CH:8][CH:9]=2)[N:17]=1, predict the reactants needed to synthesize it. The reactants are: C([O-])(=O)C.[K+].Br[C:7]1[CH:12]=[CH:11][C:10]([N:13]2[N:17]=[C:16]([CH3:18])[CH:15]=[N:14]2)=[CH:9][CH:8]=1.[CH3:19][C:20]1([CH3:36])[C:24]([CH3:26])([CH3:25])[O:23][B:22]([B:22]2[O:23][C:24]([CH3:26])([CH3:25])[C:20]([CH3:36])([CH3:19])[O:21]2)[O:21]1.